From a dataset of Choline transporter screen with 302,306 compounds. Binary Classification. Given a drug SMILES string, predict its activity (active/inactive) in a high-throughput screening assay against a specified biological target. (1) The compound is S(=O)(=O)(NCC1CCC(CC1)C(=O)NCc1ccc(cc1)C)c1sccc1. The result is 0 (inactive). (2) The compound is s1c(N(CCN(C)C)C(=O)C)nc2c1cc1OCCOc1c2. The result is 0 (inactive). (3) The drug is S(=O)(=O)(n1nc(nc1NCc1occc1)c1ccccc1)c1ccccc1. The result is 0 (inactive). (4) The molecule is S(Cc1nc2n(c(cc(n2)C)C)c1)c1oc(nn1)c1ccccc1. The result is 0 (inactive). (5) The drug is O=C1CC(Cc2nc(ncc12)Nc1ccc(cc1)CC)c1ccc(OC)cc1. The result is 0 (inactive). (6) The drug is Clc1c(CNC(=O)C2CCCN(C2)C(=O)Nc2ccc(F)cc2)cccc1. The result is 0 (inactive).